From a dataset of CYP2D6 inhibition data for predicting drug metabolism from PubChem BioAssay. Regression/Classification. Given a drug SMILES string, predict its absorption, distribution, metabolism, or excretion properties. Task type varies by dataset: regression for continuous measurements (e.g., permeability, clearance, half-life) or binary classification for categorical outcomes (e.g., BBB penetration, CYP inhibition). Dataset: cyp2d6_veith. (1) The molecule is Cc1ccc(/C=N/n2cnnc2)s1. The result is 0 (non-inhibitor). (2) The drug is O=C(Oc1ccccc1)N1CCC2(CCCN(c3ccccc3)C2)CC1. The result is 0 (non-inhibitor). (3) The molecule is CN1[C@H]2CC(OC(=O)[C@@H](CO)c3ccccc3)C[C@@H]1[C@@H]1O[C@@H]12. The result is 0 (non-inhibitor). (4) The drug is CC(C)C(=O)Nc1ccc([N+](=O)[O-])c(C(F)(F)F)c1. The result is 0 (non-inhibitor). (5) The drug is CCOc1ccccc1NC(=O)C(=O)NCC1CCCN1CC. The result is 0 (non-inhibitor). (6) The compound is COc1cccc(/C(O)=C2/C(=O)C(=O)N(c3cc(C)on3)C2c2cccs2)c1. The result is 0 (non-inhibitor). (7) The drug is Cc1ccc(-n2c3c(c(=O)[nH]c2=O)C(NS(=O)(=O)c2ccc(C)cc2)(C(F)(F)F)C(=O)N3)cc1. The result is 0 (non-inhibitor).